Dataset: Full USPTO retrosynthesis dataset with 1.9M reactions from patents (1976-2016). Task: Predict the reactants needed to synthesize the given product. Given the product [C:1]([C:3]1[CH:7]=[CH:6][N:5]([CH2:8][CH2:9][CH2:10][O:11][C:12]2[CH:46]=[CH:45][C:15]([CH2:16][CH2:17][C:18]3[CH:23]=[CH:22][C:21]([F:24])=[CH:20][C:19]=3[C:25]3[N:30]=[C:29]([N:31]4[C:35]([C:36]([F:38])([F:39])[F:37])=[C:34]([C:40]([OH:42])=[O:41])[CH:33]=[N:32]4)[CH:28]=[CH:27][CH:26]=3)=[C:14]([CH3:47])[CH:13]=2)[N:4]=1)#[N:2], predict the reactants needed to synthesize it. The reactants are: [C:1]([C:3]1[CH:7]=[CH:6][N:5]([CH2:8][CH2:9][CH2:10][O:11][C:12]2[CH:46]=[CH:45][C:15]([CH2:16][CH2:17][C:18]3[CH:23]=[CH:22][C:21]([F:24])=[CH:20][C:19]=3[C:25]3[N:30]=[C:29]([N:31]4[C:35]([C:36]([F:39])([F:38])[F:37])=[C:34]([C:40]([O:42]CC)=[O:41])[CH:33]=[N:32]4)[CH:28]=[CH:27][CH:26]=3)=[C:14]([CH3:47])[CH:13]=2)[N:4]=1)#[N:2].[OH-].[Na+].